From a dataset of Full USPTO retrosynthesis dataset with 1.9M reactions from patents (1976-2016). Predict the reactants needed to synthesize the given product. (1) Given the product [Br:1][C:2]1[CH:3]=[CH:4][C:5]([O:10][CH2:11][CH:12]([F:14])[F:13])=[C:6]([CH2:7][I:20])[CH:9]=1, predict the reactants needed to synthesize it. The reactants are: [Br:1][C:2]1[CH:3]=[CH:4][C:5]([O:10][CH2:11][CH:12]([F:14])[F:13])=[C:6]([CH:9]=1)[CH:7]=O.[Si](Cl)(C)(C)C.[I-:20].[Na+]. (2) Given the product [Br:1][CH2:2][C:3]([O:16][CH2:15][C:14]1[CH:13]=[C:12]([O:17][CH3:18])[C:11]([O:19][CH3:20])=[CH:10][C:9]=1[N+:6]([O-:8])=[O:7])=[O:4], predict the reactants needed to synthesize it. The reactants are: [Br:1][CH2:2][C:3](Br)=[O:4].[N+:6]([C:9]1[C:14]([CH2:15][OH:16])=[CH:13][C:12]([O:17][CH3:18])=[C:11]([O:19][CH3:20])[CH:10]=1)([O-:8])=[O:7].CCN(CC)CC.C(Cl)Cl. (3) The reactants are: [Br:1][C:2]1[C:3]([O:9][CH3:10])=[N:4][C:5](Cl)=[N:6][CH:7]=1.[CH3:11][C:12]1[CH:13]=[C:14]([CH:16]=[C:17]([CH3:19])[CH:18]=1)[NH2:15]. Given the product [Br:1][C:2]1[C:3]([O:9][CH3:10])=[N:4][C:5]([NH:15][C:14]2[CH:16]=[C:17]([CH3:19])[CH:18]=[C:12]([CH3:11])[CH:13]=2)=[N:6][CH:7]=1, predict the reactants needed to synthesize it. (4) Given the product [CH:1]([C@:4]1([C:29]#[N:30])[CH2:8][CH2:7][N:6]([C:9]2[CH:14]=[CH:13][N:12]=[C:11]([NH:15][C:16]3[CH:17]=[CH:18][C:19]([N:22]4[CH2:23][CH2:24][O:25][CH2:26][CH2:27]4)=[CH:20][CH:21]=3)[N:10]=2)[C:5]1=[O:28])([CH3:3])[CH3:2], predict the reactants needed to synthesize it. The reactants are: [CH:1]([C:4]1([C:29]#[N:30])[CH2:8][CH2:7][N:6]([C:9]2[CH:14]=[CH:13][N:12]=[C:11]([NH:15][C:16]3[CH:21]=[CH:20][C:19]([N:22]4[CH2:27][CH2:26][O:25][CH2:24][CH2:23]4)=[CH:18][CH:17]=3)[N:10]=2)[C:5]1=[O:28])([CH3:3])[CH3:2].C(=O)=O.CO.C(#N)C. (5) Given the product [NH2:1][C:4]1[CH:5]=[N:6][N:7]([C@@H:9]2[CH2:14][CH2:13][CH2:12][N:11]([C:15]([O:17][C:18]([CH3:21])([CH3:20])[CH3:19])=[O:16])[CH2:10]2)[CH:8]=1, predict the reactants needed to synthesize it. The reactants are: [N+:1]([C:4]1[CH:5]=[N:6][N:7]([C@@H:9]2[CH2:14][CH2:13][CH2:12][N:11]([C:15]([O:17][C:18]([CH3:21])([CH3:20])[CH3:19])=[O:16])[CH2:10]2)[CH:8]=1)([O-])=O. (6) Given the product [OH:2][C:3]1[CH:4]=[C:5]2[C:10](=[CH:11][CH:12]=1)[C:9]([C:13]1[CH:21]=[CH:20][CH:19]=[CH:18][C:14]=1[C:15]([OH:17])=[O:16])=[CH:8][CH:7]=[CH:6]2, predict the reactants needed to synthesize it. The reactants are: C[O:2][C:3]1[CH:4]=[C:5]2[C:10](=[CH:11][CH:12]=1)[C:9]([C:13]1[CH:21]=[CH:20][CH:19]=[CH:18][C:14]=1[C:15]([OH:17])=[O:16])=[CH:8][CH:7]=[CH:6]2.B(Br)(Br)Br. (7) Given the product [CH2:1]([O:3][C:4]([C:6]1[C:7]2[S:15][CH:14]=[C:13]([CH2:16][O:17][C:18]3[CH:23]=[CH:22][CH:21]=[C:20]([C:24](=[O:25])[NH:75][C:74]4[CH:76]=[CH:77][C:71]([Cl:70])=[CH:72][CH:73]=4)[CH:19]=3)[C:8]=2[C:9]([NH2:12])=[N:10][CH:11]=1)=[O:5])[CH3:2], predict the reactants needed to synthesize it. The reactants are: [CH2:1]([O:3][C:4]([C:6]1[C:7]2[S:15][CH:14]=[C:13]([CH2:16][O:17][C:18]3[CH:23]=[CH:22][CH:21]=[C:20]([C:24](O)=[O:25])[CH:19]=3)[C:8]=2[C:9]([NH2:12])=[N:10][CH:11]=1)=[O:5])[CH3:2].C(N(C(C)C)CC)(C)C.C1C=CC2N(O)N=NC=2C=1.CN(C(ON1N=NC2C=CC=CC1=2)=[N+](C)C)C.F[P-](F)(F)(F)(F)F.[Cl:70][C:71]1[CH:77]=[CH:76][C:74]([NH2:75])=[CH:73][CH:72]=1.